This data is from Peptide-MHC class I binding affinity with 185,985 pairs from IEDB/IMGT. The task is: Regression. Given a peptide amino acid sequence and an MHC pseudo amino acid sequence, predict their binding affinity value. This is MHC class I binding data. (1) The peptide sequence is YVRSGKDHV. The MHC is H-2-Db with pseudo-sequence H-2-Db. The binding affinity (normalized) is 0. (2) The peptide sequence is SLICGAALY. The MHC is HLA-B08:03 with pseudo-sequence HLA-B08:03. The binding affinity (normalized) is 0.0847. (3) The MHC is HLA-A24:03 with pseudo-sequence HLA-A24:03. The peptide sequence is ADLRFASEF. The binding affinity (normalized) is 0.0847.